From a dataset of Full USPTO retrosynthesis dataset with 1.9M reactions from patents (1976-2016). Predict the reactants needed to synthesize the given product. (1) Given the product [F:18][C:19]1[CH:24]=[C:23]([C:9]2[S:10][C:5]3[C:4]([N:12]4[CH2:17][CH2:16][O:15][CH2:14][CH2:13]4)=[N:3][C:2]([C:42]4[CH:43]=[N:44][C:45]([NH2:48])=[N:46][CH:47]=4)=[N:7][C:6]=3[CH:8]=2)[CH:22]=[CH:21][N:20]=1, predict the reactants needed to synthesize it. The reactants are: Cl[C:2]1[N:3]=[C:4]([N:12]2[CH2:17][CH2:16][O:15][CH2:14][CH2:13]2)[C:5]2[S:10][C:9](I)=[CH:8][C:6]=2[N:7]=1.[F:18][C:19]1[CH:24]=[C:23](B(O)O)[CH:22]=[CH:21][N:20]=1.C([O-])([O-])=O.[Na+].[Na+].CC1(C)C(C)(C)OB([C:42]2[CH:43]=[N:44][C:45]([NH2:48])=[N:46][CH:47]=2)O1.CC([O-])=O.[K+]. (2) Given the product [N:23]1([C:18]([C:12]2[S:13][C:14]3[CH2:15][CH2:16][O:17][C:8]4[CH:7]=[C:6]([C:4]5[CH:5]=[N:1][NH:2][CH:3]=5)[CH:22]=[CH:21][C:9]=4[C:10]=3[N:11]=2)=[O:20])[CH2:28][CH2:27][NH:26][CH2:25][CH2:24]1, predict the reactants needed to synthesize it. The reactants are: [NH:1]1[CH:5]=[C:4]([C:6]2[CH:22]=[CH:21][C:9]3[C:10]4[N:11]=[C:12]([C:18]([OH:20])=O)[S:13][C:14]=4[CH2:15][CH2:16][O:17][C:8]=3[CH:7]=2)[CH:3]=[N:2]1.[NH:23]1[CH2:28][CH2:27][NH:26][CH2:25][CH2:24]1. (3) Given the product [C:24]([O:28][C:29]([N:14]1[C:15]2[C:11](=[C:10]([NH:9][C:3]3[CH:4]=[CH:5][C:6]([I:8])=[CH:7][C:2]=3[F:1])[C:18]([N+:19]([O-:21])=[O:20])=[C:17]([O:22][CH3:23])[CH:16]=2)[CH:12]=[N:13]1)=[O:30])([CH3:27])([CH3:26])[CH3:25], predict the reactants needed to synthesize it. The reactants are: [F:1][C:2]1[CH:7]=[C:6]([I:8])[CH:5]=[CH:4][C:3]=1[NH:9][C:10]1[C:18]([N+:19]([O-:21])=[O:20])=[C:17]([O:22][CH3:23])[CH:16]=[C:15]2[C:11]=1[CH:12]=[N:13][NH:14]2.[C:24]([O:28][C:29](O[C:29]([O:28][C:24]([CH3:27])([CH3:26])[CH3:25])=[O:30])=[O:30])([CH3:27])([CH3:26])[CH3:25].C(N(CC)CC)C.CN(C=O)C. (4) Given the product [C:1]1([CH2:6][C@H:7]([NH:14][C:15](=[O:21])[O:16][C:17]([CH3:18])([CH3:19])[CH3:20])[C:8](=[O:9])[C:23]([CH3:24])=[CH2:22])[CH2:5][CH2:4][CH2:3][CH:2]=1, predict the reactants needed to synthesize it. The reactants are: [C:1]1([CH2:6][C@H:7]([NH:14][C:15](=[O:21])[O:16][C:17]([CH3:20])([CH3:19])[CH3:18])[C:8](N(OC)C)=[O:9])[CH2:5][CH2:4][CH2:3][CH:2]=1.[CH2:22]=[C:23]([Mg]Br)[CH3:24].